Dataset: Catalyst prediction with 721,799 reactions and 888 catalyst types from USPTO. Task: Predict which catalyst facilitates the given reaction. (1) Reactant: [C:1]1([C:7]2[O:11][N:10]=[C:9]([CH:12]=O)[C:8]=2[C:14]([F:17])([F:16])[F:15])[CH:6]=[CH:5][CH:4]=[CH:3][CH:2]=1.Cl.[NH2:19][OH:20].C([O-])(=O)C.[Na+]. Product: [C:1]1([C:7]2[O:11][N:10]=[C:9]([CH:12]=[N:19][OH:20])[C:8]=2[C:14]([F:17])([F:16])[F:15])[CH:6]=[CH:5][CH:4]=[CH:3][CH:2]=1. The catalyst class is: 5. (2) Reactant: [Br:1][C:2]1[CH:7]=[CH:6][C:5]([NH2:8])=[C:4]([C:9]2[CH2:14][CH2:13][C:12]([CH3:16])([CH3:15])[CH2:11][CH:10]=2)[CH:3]=1.[C:17]([C:19]1[N:20]=[C:21]([C:32]([O-])=[O:33])[N:22]([CH2:24][O:25][CH2:26][CH2:27][Si:28]([CH3:31])([CH3:30])[CH3:29])[CH:23]=1)#[N:18].[K+].C1CN([P+](Br)(N2CCCC2)N2CCCC2)CC1.F[P-](F)(F)(F)(F)F.CCN(C(C)C)C(C)C. Product: [Br:1][C:2]1[CH:7]=[CH:6][C:5]([NH:8][C:32]([C:21]2[N:22]([CH2:24][O:25][CH2:26][CH2:27][Si:28]([CH3:31])([CH3:30])[CH3:29])[CH:23]=[C:19]([C:17]#[N:18])[N:20]=2)=[O:33])=[C:4]([C:9]2[CH2:14][CH2:13][C:12]([CH3:16])([CH3:15])[CH2:11][CH:10]=2)[CH:3]=1. The catalyst class is: 31. (3) The catalyst class is: 353. Reactant: [OH-].[Na+].[Cl:3][C:4]1[CH:9]=[C:8]([C:10]2[C:11](=[O:30])[O:12][C:13]3([CH2:20][CH2:19][N:18]([C:21](=[O:29])[CH2:22][CH2:23][CH2:24][C:25]([O:27]C)=[O:26])[CH2:17][CH2:16]3)[C:14]=2[OH:15])[C:7]([CH3:31])=[CH:6][C:5]=1[C:32]1[CH:37]=[CH:36][CH:35]=[C:34]([S:38]([CH3:41])(=[O:40])=[O:39])[CH:33]=1.Cl. Product: [Cl:3][C:4]1[CH:9]=[C:8]([C:10]2[C:11](=[O:30])[O:12][C:13]3([CH2:16][CH2:17][N:18]([C:21](=[O:29])[CH2:22][CH2:23][CH2:24][C:25]([OH:27])=[O:26])[CH2:19][CH2:20]3)[C:14]=2[OH:15])[C:7]([CH3:31])=[CH:6][C:5]=1[C:32]1[CH:37]=[CH:36][CH:35]=[C:34]([S:38]([CH3:41])(=[O:39])=[O:40])[CH:33]=1. (4) Reactant: F[C:2]1[CH:3]=[N+:4]([O-:11])[CH:5]=[CH:6][C:7]=1[N+:8]([O-:10])=[O:9].[NH2:12][CH:13]1[CH2:18][CH2:17][N:16]([CH2:19][C:20]2[CH:25]=[CH:24][CH:23]=[CH:22][CH:21]=2)[CH2:15][CH2:14]1.C(N(CC)C(C)C)(C)C. Product: [CH2:19]([N:16]1[CH2:17][CH2:18][CH:13]([NH:12][C:2]2[CH:3]=[N+:4]([O-:11])[CH:5]=[CH:6][C:7]=2[N+:8]([O-:10])=[O:9])[CH2:14][CH2:15]1)[C:20]1[CH:21]=[CH:22][CH:23]=[CH:24][CH:25]=1. The catalyst class is: 10. (5) Reactant: [CH3:1][CH:2]([CH2:7][N:8]1[CH2:12][CH2:11][CH2:10][CH2:9]1)[CH2:3][C:4]([OH:6])=O.C(Cl)(=O)C(Cl)=O.C(OC([N:26]1[C:30]([NH2:31])=[CH:29][C:28]([C:32]2[CH:33]=[N:34][C:35]3[C:40]([CH:41]=2)=[CH:39][CH:38]=[CH:37][CH:36]=3)=[N:27]1)=O)(C)(C)C.Cl. Product: [CH3:1][CH:2]([CH2:7][N:8]1[CH2:12][CH2:11][CH2:10][CH2:9]1)[CH2:3][C:4]([NH:31][C:30]1[NH:26][N:27]=[C:28]([C:32]2[CH:33]=[N:34][C:35]3[C:40]([CH:41]=2)=[CH:39][CH:38]=[CH:37][CH:36]=3)[CH:29]=1)=[O:6]. The catalyst class is: 705. (6) Reactant: C(OC([N:8]1[CH2:13][CH2:12][CH:11]([S:14][C:15]2[CH:16]=[C:17]3[C:22](=[CH:23][C:24]=2[Cl:25])[C:21](=[O:26])[N:20](CC2C=CC(OC)=CC=2)[CH:19]=[CH:18]3)[CH2:10][CH2:9]1)=O)(C)(C)C. Product: [Cl:25][C:24]1[CH:23]=[C:22]2[C:17]([CH:18]=[CH:19][NH:20][C:21]2=[O:26])=[CH:16][C:15]=1[S:14][CH:11]1[CH2:12][CH2:13][NH:8][CH2:9][CH2:10]1. The catalyst class is: 67. (7) Reactant: [Br:1][C:2]1[C:3]([CH3:13])=[C:4]([C:8]([O:11][CH3:12])=[CH:9][CH:10]=1)[C:5]([OH:7])=O.C(Cl)(=O)C(Cl)=O.[CH3:20][O:21][C:22]1[CH:23]=[C:24]([CH3:32])[CH:25]=[C:26]([O:30][CH3:31])[C:27]=1[O:28][CH3:29].C(OCC)(=O)C.CCCCCCC. Product: [Br:1][C:2]1[C:3]([CH3:13])=[C:4]([C:5](=[O:7])[C:23]2[C:24]([CH3:32])=[CH:25][C:26]([O:30][CH3:31])=[C:27]([O:28][CH3:29])[C:22]=2[O:21][CH3:20])[C:8]([O:11][CH3:12])=[CH:9][CH:10]=1. The catalyst class is: 26. (8) The catalyst class is: 13. Reactant: [O:1]1CCCC1.[O:6]1[CH2:8][CH:7]1[CH2:9][N:10]([CH2:20][CH:21]1[CH2:23][O:22]1)[S:11]([C:14]1[CH:19]=[CH:18][CH:17]=[CH:16][CH:15]=1)(=[O:13])=[O:12].S(=O)(=O)(O)O.[Cl-].[Na+]. Product: [OH:22][CH2:23][CH:21]1[O:1][CH:7]([CH2:8][OH:6])[CH2:9][N:10]([S:11]([C:14]2[CH:15]=[CH:16][CH:17]=[CH:18][CH:19]=2)(=[O:12])=[O:13])[CH2:20]1.